The task is: Predict the product of the given reaction.. This data is from Forward reaction prediction with 1.9M reactions from USPTO patents (1976-2016). (1) Given the reactants [CH3:1][N:2]1[CH2:6][CH2:5][CH2:4][C:3]1=O.O=P(Cl)(Cl)Cl.[NH2:13][C:14](=[C:16]([C:22](OCC)=[O:23])[C:17]([O:19][CH2:20][CH3:21])=[O:18])[CH3:15].[O-]CC.[Na+].Cl, predict the reaction product. The product is: [OH:23][C:22]1[C:16]([C:17]([O:19][CH2:20][CH3:21])=[O:18])=[C:14]([CH3:15])[N:13]=[C:3]2[N:2]([CH3:1])[CH2:6][CH2:5][C:4]=12. (2) Given the reactants [CH2:1]([O:8][C@@H:9]1[C@@H:14]([O:15][CH2:16][C:17]2[CH:22]=[CH:21][CH:20]=[CH:19][CH:18]=2)[C@H:13]([O:23][CH2:24][C:25]2[CH:30]=[CH:29][CH:28]=[CH:27][CH:26]=2)[C@@H:12]([CH2:31][O:32][CH2:33][C:34]2[CH:39]=[CH:38][CH:37]=[CH:36][CH:35]=2)[O:11][C@H:10]1[N:40]1[C:48]2[C:43](=[C:44]([CH3:49])[CH:45]=[CH:46][CH:47]=2)[C:42]([CH2:50][C:51]2[CH:56]=[CH:55][C:54](/[CH:57]=[CH:58]/[CH2:59][C:60]([OH:62])=[O:61])=[CH:53][CH:52]=2)=[CH:41]1)[C:2]1[CH:7]=[CH:6][CH:5]=[CH:4][CH:3]=1.C1(N=C=N[CH:72]2[CH2:77][CH2:76]CCC2)CCCCC1, predict the reaction product. The product is: [CH2:1]([O:8][C@@H:9]1[C@@H:14]([O:15][CH2:16][C:17]2[CH:22]=[CH:21][CH:20]=[CH:19][CH:18]=2)[C@H:13]([O:23][CH2:24][C:25]2[CH:30]=[CH:29][CH:28]=[CH:27][CH:26]=2)[C@@H:12]([CH2:31][O:32][CH2:33][C:34]2[CH:39]=[CH:38][CH:37]=[CH:36][CH:35]=2)[O:11][C@H:10]1[N:40]1[C:48]2[C:43](=[C:44]([CH3:49])[CH:45]=[CH:46][CH:47]=2)[C:42]([CH2:50][C:51]2[CH:56]=[CH:55][C:54](/[CH:57]=[CH:58]/[CH2:59][C:60]([O:62][CH2:14][C@@H:9]3[CH2:10][O:11][C:77]([CH3:76])([CH3:72])[O:8]3)=[O:61])=[CH:53][CH:52]=2)=[CH:41]1)[C:2]1[CH:3]=[CH:4][CH:5]=[CH:6][CH:7]=1. (3) Given the reactants [CH2:1]([C:5]1[O:6][C:7]2[CH:13]=[CH:12][CH:11]=[CH:10][C:8]=2[CH:9]=1)[CH2:2][CH2:3][CH3:4].N#N.[CH3:16][O:17][C:18]1[CH:26]=[CH:25][C:21]([C:22](Cl)=[O:23])=[CH:20][CH:19]=1.[Sn](Cl)(Cl)(Cl)Cl, predict the reaction product. The product is: [CH2:1]([C:5]1[O:6][C:7]2[CH:13]=[CH:12][CH:11]=[CH:10][C:8]=2[C:9]=1[C:22]([C:21]1[CH:25]=[CH:26][C:18]([O:17][CH3:16])=[CH:19][CH:20]=1)=[O:23])[CH2:2][CH2:3][CH3:4]. (4) Given the reactants [C:1]([C:5]1[N:10]=[C:9]([N:11]2[CH2:16][CH2:15][NH:14][CH2:13][CH2:12]2)[CH:8]=[C:7]([CH:17]2[CH2:20][CH2:19][CH2:18]2)[N:6]=1)([CH3:4])([CH3:3])[CH3:2].Br[CH2:22][CH2:23][CH2:24][CH2:25][N:26]1[C:30](=[O:31])[C:29]2=[CH:32][CH:33]=[CH:34][CH:35]=[C:28]2[C:27]1=[O:36].C(N(CC)CC)C, predict the reaction product. The product is: [C:1]([C:5]1[N:10]=[C:9]([N:11]2[CH2:12][CH2:13][N:14]([CH2:22][CH2:23][CH2:24][CH2:25][N:26]3[C:30](=[O:31])[C:29]4[C:28](=[CH:35][CH:34]=[CH:33][CH:32]=4)[C:27]3=[O:36])[CH2:15][CH2:16]2)[CH:8]=[C:7]([CH:17]2[CH2:20][CH2:19][CH2:18]2)[N:6]=1)([CH3:4])([CH3:2])[CH3:3]. (5) Given the reactants C(=O)([O-])[O-].[Na+].[Na+].O1CCOCC1.Cl[C:14]1[N:22]=[C:21]2[C:17]([N:18]=[CH:19][N:20]2[CH2:23][CH:24]2[CH2:26][CH2:25]2)=[C:16]([N:27]2[CH2:32][CH2:31][O:30][CH2:29][CH2:28]2)[N:15]=1.[CH3:33][NH:34][C:35]1[N:40]=[CH:39][C:38](B2OC(C)(C)C(C)(C)O2)=[CH:37][N:36]=1, predict the reaction product. The product is: [CH:24]1([CH2:23][N:20]2[CH:19]=[N:18][C:17]3[C:21]2=[N:22][C:14]([C:38]2[CH:37]=[N:36][C:35]([NH:34][CH3:33])=[N:40][CH:39]=2)=[N:15][C:16]=3[N:27]2[CH2:32][CH2:31][O:30][CH2:29][CH2:28]2)[CH2:26][CH2:25]1.